From a dataset of Catalyst prediction with 721,799 reactions and 888 catalyst types from USPTO. Predict which catalyst facilitates the given reaction. (1) Product: [C:1]([O:5][C:6]([NH:8][C@H:9]([CH2:17][O:18][Si:24]([C:27]([CH3:30])([CH3:29])[CH3:28])([CH3:26])[CH3:25])[CH2:10][CH2:11][CH2:12][C:13]([O:15][CH3:16])=[O:14])=[O:7])([CH3:3])([CH3:2])[CH3:4]. The catalyst class is: 163. Reactant: [C:1]([O:5][C:6]([NH:8][C@H:9]([CH2:17][OH:18])[CH2:10][CH2:11][CH2:12][C:13]([O:15][CH3:16])=[O:14])=[O:7])([CH3:4])([CH3:3])[CH3:2].N1C=CN=C1.[Si:24](Cl)([C:27]([CH3:30])([CH3:29])[CH3:28])([CH3:26])[CH3:25].C(OCC)C. (2) Reactant: [CH3:1][O:2][C:3]1[CH:8]=[CH:7][C:6]([N:9]([CH2:22][C:23]2[CH:28]=[CH:27][C:26]([O:29]C3CCCCO3)=[CH:25][CH:24]=2)[S:10]([C:13]2[C:18]([CH3:19])=[CH:17][C:16]([CH3:20])=[CH:15][C:14]=2[CH3:21])(=[O:12])=[O:11])=[CH:5][CH:4]=1.Cl. Product: [OH:29][C:26]1[CH:25]=[CH:24][C:23]([CH2:22][N:9]([C:6]2[CH:5]=[CH:4][C:3]([O:2][CH3:1])=[CH:8][CH:7]=2)[S:10]([C:13]2[C:18]([CH3:19])=[CH:17][C:16]([CH3:20])=[CH:15][C:14]=2[CH3:21])(=[O:12])=[O:11])=[CH:28][CH:27]=1. The catalyst class is: 8. (3) Reactant: [F:1][C:2]1[CH:35]=[CH:34][C:5]([CH2:6][N:7]2[C:19]3[C:18]([O:20][CH3:21])=[CH:17][CH:16]=[C:15]([C:22]([O:24]C4C=CC([N+]([O-])=O)=CC=4)=O)[C:14]=3[C:13]3[C:8]2=[CH:9][CH:10]=[CH:11][CH:12]=3)=[CH:4][CH:3]=1.[Cl:36][C:37]1[CH:38]=[N:39][CH:40]=[C:41]([Cl:44])[C:42]=1[NH2:43].[H-].[Na+].Cl. Product: [Cl:36][C:37]1[CH:38]=[N:39][CH:40]=[C:41]([Cl:44])[C:42]=1[NH:43][C:22]([C:15]1[C:14]2[C:13]3[C:8](=[CH:9][CH:10]=[CH:11][CH:12]=3)[N:7]([CH2:6][C:5]3[CH:34]=[CH:35][C:2]([F:1])=[CH:3][CH:4]=3)[C:19]=2[C:18]([O:20][CH3:21])=[CH:17][CH:16]=1)=[O:24]. The catalyst class is: 18. (4) Reactant: [Si:1]([O:8][CH2:9][CH2:10][CH2:11][N:12]1[C:17](=[O:18])[C:16]2[CH:19]=[C:20]([Cl:23])[N:21]=[CH:22][C:15]=2[N:14]([CH3:24])[C:13]1=[O:25])([C:4]([CH3:7])([CH3:6])[CH3:5])([CH3:3])[CH3:2].[Li+].CC([N-]C(C)C)C.[Cl:34][C:35]1[CH:42]=[CH:41][C:38]([CH:39]=[O:40])=[CH:37][CH:36]=1. Product: [Si:1]([O:8][CH2:9][CH2:10][CH2:11][N:12]1[C:17](=[O:18])[C:16]2[C:19]([CH:39]([C:38]3[CH:41]=[CH:42][C:35]([Cl:34])=[CH:36][CH:37]=3)[OH:40])=[C:20]([Cl:23])[N:21]=[CH:22][C:15]=2[N:14]([CH3:24])[C:13]1=[O:25])([C:4]([CH3:6])([CH3:7])[CH3:5])([CH3:3])[CH3:2]. The catalyst class is: 1. (5) Reactant: [CH2:1]([N:3]1[C:7](=S)[C:6](=[CH:9][C:10]2[O:11][C:12]([C:15]3[CH:20]=[CH:19][CH:18]=[CH:17][CH:16]=3)=[CH:13][CH:14]=2)[O:5][C:4]1=[S:21])[CH3:2].C(N1C(=O)C[O:26]C1=S)C.C([O-])(=O)C.[Na+]. Product: [CH2:1]([N:3]1[C:7](=[O:26])[C:6](=[CH:9][C:10]2[O:11][C:12]([C:15]3[CH:20]=[CH:19][CH:18]=[CH:17][CH:16]=3)=[CH:13][CH:14]=2)[O:5][C:4]1=[S:21])[CH3:2]. The catalyst class is: 15. (6) Reactant: [Br:1][C:2]1[CH:7]=[C:6]([F:8])[CH:5]=[CH:4][C:3]=1[CH3:9].C1C(=O)N([Br:17])C(=O)C1. Product: [Br:1][C:2]1[CH:7]=[C:6]([F:8])[CH:5]=[CH:4][C:3]=1[CH2:9][Br:17]. The catalyst class is: 340. (7) Reactant: [CH2:1]([O:3][CH:4]([O:9][CH2:10][CH3:11])[C:5]#[C:6][CH:7]=[O:8])[CH3:2].[N-:12]=[N+:13]=[N-:14].[Na+].Cl. Product: [CH2:10]([O:9][CH:4]([O:3][CH2:1][CH3:2])[C:5]1[NH:14][N:13]=[N:12][C:6]=1[CH:7]=[O:8])[CH3:11]. The catalyst class is: 829.